Dataset: Forward reaction prediction with 1.9M reactions from USPTO patents (1976-2016). Task: Predict the product of the given reaction. (1) Given the reactants Cl[C:2]1[C:7]([C:8]2[C:13]([F:14])=[CH:12][C:11]([F:15])=[CH:10][C:9]=2[F:16])=[C:6]([CH3:17])[N:5]2[CH:18]=[N:19][C:20]([C:21]#[N:22])=[C:4]2[N:3]=1.[CH3:23][O-:24].[Na+].ClCCl.Cl, predict the reaction product. The product is: [CH3:23][O:24][C:2]1[C:7]([C:8]2[C:13]([F:14])=[CH:12][C:11]([F:15])=[CH:10][C:9]=2[F:16])=[C:6]([CH3:17])[N:5]2[CH:18]=[N:19][C:20]([C:21]#[N:22])=[C:4]2[N:3]=1. (2) Given the reactants [OH:1][CH2:2][C:3]1[CH:8]=[CH:7][N:6]=[C:5]([C:9]([O:11][CH2:12][CH3:13])=[O:10])[CH:4]=1.[F:14][C:15]1[CH:16]=[C:17](O)[CH:18]=[CH:19][CH:20]=1.C(OC(N1CCCC(COC2C=CC=CC=2Cl)C1)=O)(C)(C)C, predict the reaction product. The product is: [F:14][C:15]1[CH:20]=[C:19]([CH:18]=[CH:17][CH:16]=1)[O:1][CH2:2][C:3]1[CH:8]=[CH:7][N:6]=[C:5]([C:9]([O:11][CH2:12][CH3:13])=[O:10])[CH:4]=1.